Dataset: Reaction yield outcomes from USPTO patents with 853,638 reactions. Task: Predict the reaction yield, written as a fraction of the theoretical maximum amount of product (1.0 means a 100% yield; for example, 0.34 means a 34% yield). (1) The reactants are [CH3:1][O:2][C:3]1[CH:4]=[C:5]2[C:10](=[CH:11][C:12]=1[O:13][CH3:14])[N:9]=[CH:8][N:7]=[C:6]2[O:15][C:16]1[CH:22]=[CH:21][C:19]([NH2:20])=[CH:18][CH:17]=1.ClC(Cl)(O[C:27](=[O:33])OC(Cl)(Cl)Cl)Cl.[NH2:35][CH:36]1[CH2:41][C:40]([CH3:43])([CH3:42])[NH:39][C:38]([CH3:45])([CH3:44])[CH2:37]1.C(=O)([O-])O.[Na+]. The catalyst is C(N(CC)CC)C.C(Cl)(Cl)Cl. The product is [CH3:1][O:2][C:3]1[CH:4]=[C:5]2[C:10](=[CH:11][C:12]=1[O:13][CH3:14])[N:9]=[CH:8][N:7]=[C:6]2[O:15][C:16]1[CH:22]=[CH:21][C:19]([NH:20][C:27]([NH:35][CH:36]2[CH2:37][C:38]([CH3:45])([CH3:44])[NH:39][C:40]([CH3:43])([CH3:42])[CH2:41]2)=[O:33])=[CH:18][CH:17]=1. The yield is 0.410. (2) The catalyst is C(Cl)Cl.C(O)C.O. The reactants are [CH3:1][CH:2]1[CH2:7][C:6]([C:8]2[CH:13]=[CH:12][N:11]=[CH:10][C:9]=2[N+:14]([O-:16])=[O:15])=[CH:5][CH:4]=[CH:3]1.C1C=C(Cl)C=C(C(OO)=[O:25])C=1.[N-:28]=[N+:29]=[N-:30].[Na+].[Cl-].[NH4+]. The product is [N:28]([CH:4]1[CH:5]=[C:6]([C:8]2[CH:13]=[CH:12][N:11]=[CH:10][C:9]=2[N+:14]([O-:16])=[O:15])[CH2:7][CH:2]([CH3:1])[CH:3]1[OH:25])=[N+:29]=[N-:30]. The yield is 0.490. (3) The reactants are C12BC(CCC1)CCC2.[C:10]1([CH3:35])[CH:15]=[CH:14][C:13]([S:16]([N:19]2[C:27]3[C:22](=[CH:23][C:24]([C:28]#[N:29])=[CH:25][CH:26]=3)[C:21]([CH:30]3[CH2:32][CH:31]3[CH:33]=[CH2:34])=[CH:20]2)(=[O:18])=[O:17])=[CH:12][CH:11]=1.[OH-:36].[Na+].OO. The catalyst is C1COCC1.C(O)C. The product is [OH:36][CH2:34][CH2:33][CH:31]1[CH2:32][CH:30]1[C:21]1[C:22]2[C:27](=[CH:26][CH:25]=[C:24]([C:28]#[N:29])[CH:23]=2)[N:19]([S:16]([C:13]2[CH:12]=[CH:11][C:10]([CH3:35])=[CH:15][CH:14]=2)(=[O:18])=[O:17])[CH:20]=1. The yield is 0.450. (4) The reactants are C([O:3][C:4](=[O:18])[CH2:5][C@@H:6]([NH:14]C(=O)C)[C@H:7]([CH3:13])[C@H:8]([CH3:12])[CH2:9][CH2:10][CH3:11])C.[ClH:19]. No catalyst specified. The product is [ClH:19].[NH2:14][C@@H:6]([C@H:7]([CH3:13])[C@H:8]([CH3:12])[CH2:9][CH2:10][CH3:11])[CH2:5][C:4]([OH:18])=[O:3]. The yield is 0.670. (5) The reactants are [CH:1]1([C:4]2[CH:9]=[CH:8][N:7]=[CH:6][C:5]=2[N:10]2[CH2:14][CH2:13][NH:12][C:11]2=[O:15])[CH2:3][CH2:2]1.Cl[C:17]1[CH:22]=[CH:21][N:20]=[C:19]([CH3:23])[N:18]=1.C(=O)([O-])[O-].[Cs+].[Cs+]. The catalyst is C1C=CC(/C=C/C(/C=C/C2C=CC=CC=2)=O)=CC=1.C1C=CC(/C=C/C(/C=C/C2C=CC=CC=2)=O)=CC=1.C1C=CC(/C=C/C(/C=C/C2C=CC=CC=2)=O)=CC=1.[Pd].[Pd].C1(C)C=CC=CC=1. The product is [CH:1]1([C:4]2[CH:9]=[CH:8][N:7]=[CH:6][C:5]=2[N:10]2[CH2:14][CH2:13][N:12]([C:17]3[CH:22]=[CH:21][N:20]=[C:19]([CH3:23])[N:18]=3)[C:11]2=[O:15])[CH2:3][CH2:2]1. The yield is 0.520. (6) The reactants are [NH2:1][C@H:2]([C@@H:6]([OH:11])[C:7]([CH3:10])([CH3:9])[CH3:8])[C:3]([OH:5])=[O:4].[C:12]([O-:15])(O)=[O:13].[Na+].[C:17]1([CH2:23][CH2:24][CH2:25][CH2:26][CH2:27]C2C(=O)N(C([O-])=O)C=CC=2)[CH:22]=[CH:21][CH:20]=[CH:19][CH:18]=1. The catalyst is O.C1COCC1. The product is [OH:11][C@@H:6]([C:7]([CH3:8])([CH3:10])[CH3:9])[C@@H:2]([NH:1][C:12]([O:15][CH2:27][CH2:26][CH2:25][CH2:24][CH2:23][C:17]1[CH:22]=[CH:21][CH:20]=[CH:19][CH:18]=1)=[O:13])[C:3]([OH:5])=[O:4]. The yield is 0.700. (7) The reactants are [CH3:1][C@H:2]1[CH2:13][CH:12]=[CH:11][CH2:10][C@@H:9]([CH2:14][C:15]([O:17]C(C)(C)C)=O)[C:8](=[O:22])[N:7]2[CH2:23][CH2:24][CH2:25][C@H:6]2[CH2:5][NH:4][C:3]1=[O:26].FC(F)(F)C(O)=O.C[C@H]1CC=CC[C@@H](CC(O)=O)C(=O)N2CCC[C@H]2CNC1=O.[Cl:56][C:57]1[CH:62]=[CH:61][C:60]([CH2:63][NH2:64])=[CH:59][CH:58]=1. The catalyst is C(Cl)Cl.CO.C(Cl)Cl. The product is [Cl:56][C:57]1[CH:62]=[CH:61][C:60]([CH2:63][NH:64][C:15](=[O:17])[CH2:14][C@H:9]2[C:8](=[O:22])[N:7]3[CH2:23][CH2:24][CH2:25][C@H:6]3[CH2:5][NH:4][C:3](=[O:26])[C@@H:2]([CH3:1])[CH2:13][CH:12]=[CH:11][CH2:10]2)=[CH:59][CH:58]=1. The yield is 0.290. (8) The reactants are [O:1]=[C:2]1[CH:7]=[C:6]([C:8](OC)=[O:9])[CH:5]=[CH:4][NH:3]1.[H-].C([Al+]CC(C)C)C(C)C.CO.O. The catalyst is C1COCC1. The product is [OH:9][CH2:8][C:6]1[CH:5]=[CH:4][NH:3][C:2](=[O:1])[CH:7]=1. The yield is 0.612.